Dataset: Blood-brain barrier permeability classification from the B3DB database. Task: Regression/Classification. Given a drug SMILES string, predict its absorption, distribution, metabolism, or excretion properties. Task type varies by dataset: regression for continuous measurements (e.g., permeability, clearance, half-life) or binary classification for categorical outcomes (e.g., BBB penetration, CYP inhibition). Dataset: b3db_classification. (1) The molecule is CN1CCC23c4c5ccc(O)c4OC2C(C)(O)CCC3C1C5. The result is 1 (penetrates BBB). (2) The compound is CC[C@H](CO)NCCN[C@H](CC)CO. The result is 0 (does not penetrate BBB). (3) The drug is CCC[C@H](CC)C1(CC)C(=O)NC(=S)NC1=O. The result is 1 (penetrates BBB). (4) The compound is COc1ccc([C@H]2[C@H](C#N)[C@@H]2S(=O)(=O)c2ccc(C)cc2)cc1. The result is 1 (penetrates BBB). (5) The molecule is COc1ccccc1CCCNC(=O)[C@@H](C)SCc1ccccc1. The result is 0 (does not penetrate BBB). (6) The drug is COc1ccc([C@@H]2CC(=O)Oc3ccc4c(c32)O/C(=C/c2cc(OC)c(OC)cc2OC)C4=O)cc1. The result is 0 (does not penetrate BBB). (7) The molecule is CCC(C)N1CCN(c2ccc(I)cc2)CC1. The result is 1 (penetrates BBB).